This data is from Forward reaction prediction with 1.9M reactions from USPTO patents (1976-2016). The task is: Predict the product of the given reaction. (1) The product is: [CH3:44][S:45]([N:1]1[CH2:2][CH2:3][CH:4]([NH:7][C:8]([N:10]2[C@@:14]([C:16]3[CH:21]=[CH:20][C:19]([Cl:22])=[CH:18][CH:17]=3)([CH3:15])[C@@:13]([C:24]3[CH:29]=[CH:28][C:27]([Cl:30])=[CH:26][CH:25]=3)([CH3:23])[N:12]=[C:11]2[C:31]2[CH:32]=[N:33][C:34]([C:40]([CH3:42])([CH3:41])[CH3:43])=[CH:35][C:36]=2[O:37][CH2:38][CH3:39])=[O:9])[CH2:5][CH2:6]1)(=[O:47])=[O:46]. Given the reactants [NH:1]1[CH2:6][CH2:5][CH:4]([NH:7][C:8]([N:10]2[C@@:14]([C:16]3[CH:21]=[CH:20][C:19]([Cl:22])=[CH:18][CH:17]=3)([CH3:15])[C@@:13]([C:24]3[CH:29]=[CH:28][C:27]([Cl:30])=[CH:26][CH:25]=3)([CH3:23])[N:12]=[C:11]2[C:31]2[CH:32]=[N:33][C:34]([C:40]([CH3:43])([CH3:42])[CH3:41])=[CH:35][C:36]=2[O:37][CH2:38][CH3:39])=[O:9])[CH2:3][CH2:2]1.[CH3:44][S:45](Cl)(=[O:47])=[O:46], predict the reaction product. (2) Given the reactants [C:1]([O:5][C:6]([N:8]1[CH2:12][CH2:11][CH:10]([C:13]([OH:15])=O)[CH2:9]1)=[O:7])([CH3:4])([CH3:3])[CH3:2].C(N1C=CN=C1)(N1C=CN=C1)=O.Cl.[CH3:29][O:30][NH:31][CH3:32], predict the reaction product. The product is: [CH3:29][O:30][N:31]([CH3:32])[C:13]([CH:10]1[CH2:11][CH2:12][N:8]([C:6]([O:5][C:1]([CH3:2])([CH3:3])[CH3:4])=[O:7])[CH2:9]1)=[O:15].